Dataset: Forward reaction prediction with 1.9M reactions from USPTO patents (1976-2016). Task: Predict the product of the given reaction. (1) Given the reactants Br[C:2]1[C:3]([F:19])=[CH:4][C:5]2[O:11][CH2:10][CH2:9][N:8]3[CH:12]=[C:13]([C:15]([NH2:17])=[O:16])[N:14]=[C:7]3[C:6]=2[CH:18]=1.[CH3:20][C:21]1[O:25][N:24]=[C:23]([C:26]([OH:30])([C:28]#[CH:29])[CH3:27])[N:22]=1, predict the reaction product. The product is: [F:19][C:3]1[C:2]([C:29]#[C:28][C:26]([OH:30])([C:23]2[N:22]=[C:21]([CH3:20])[O:25][N:24]=2)[CH3:27])=[CH:18][C:6]2[C:7]3[N:8]([CH:12]=[C:13]([C:15]([NH2:17])=[O:16])[N:14]=3)[CH2:9][CH2:10][O:11][C:5]=2[CH:4]=1. (2) Given the reactants [O:1]=[S:2]1(=[O:15])[CH2:7][CH2:6][N:5]([C:8]([O:10][C:11]([CH3:14])([CH3:13])[CH3:12])=[O:9])[CH2:4][CH2:3]1.[Li+].CC([N-]C(C)C)C.Br[CH2:25][C:26]([O:28][CH2:29][CH3:30])=[O:27].[NH4+].[Cl-], predict the reaction product. The product is: [CH2:29]([O:28][C:26](=[O:27])[CH2:25][CH:3]1[S:2](=[O:1])(=[O:15])[CH2:7][CH2:6][N:5]([C:8]([O:10][C:11]([CH3:12])([CH3:14])[CH3:13])=[O:9])[CH2:4]1)[CH3:30]. (3) Given the reactants [F:1][C:2]1[CH:7]=[CH:6][C:5]([N:8]2[C:11](=[O:12])[C@H:10]([S:13][CH2:14][C:15]([C:17]3[CH:22]=[CH:21][C:20]([F:23])=[CH:19][CH:18]=3)=[O:16])[C@H:9]2[C:24]2[CH:39]=[CH:38][C:27]([O:28][CH2:29][C:30]([NH:32][C@@H:33]([C:35]([OH:37])=[O:36])[CH3:34])=[O:31])=[CH:26][CH:25]=2)=[CH:4][CH:3]=1.C([O-])(=O)C.[NH4+].O, predict the reaction product. The product is: [F:1][C:2]1[CH:3]=[CH:4][C:5]([N:8]2[C:11](=[O:12])[C@H:10]([S:13][CH2:14][CH:15]([C:17]3[CH:18]=[CH:19][C:20]([F:23])=[CH:21][CH:22]=3)[OH:16])[C@H:9]2[C:24]2[CH:39]=[CH:38][C:27]([O:28][CH2:29][C:30]([NH:32][C@@H:33]([C:35]([OH:37])=[O:36])[CH3:34])=[O:31])=[CH:26][CH:25]=2)=[CH:6][CH:7]=1.